From a dataset of Experimentally validated miRNA-target interactions with 360,000+ pairs, plus equal number of negative samples. Binary Classification. Given a miRNA mature sequence and a target amino acid sequence, predict their likelihood of interaction. (1) The miRNA is rno-miR-9a-5p with sequence UCUUUGGUUAUCUAGCUGUAUGA. The protein sequence of the target gene is MKLLLLLLSFSLAPKTEAGEIIGGHEAKPHSRPYMAYLQIMDEYSGSKKCGGFLIREDFVLTAAHCSGSKINVTLGAHNIKEQEKMQQIIPVVKIIPHPAYNSKTISNDIMLLKLKSKAKRSSAVKPLNLPRRNVKVKPGDVCYVAGWGKLGPMGKYSDTLQEVELTVQEDQKCESYLKNYFDKANEICAGDPKIKRASFRGDSGGPLVCKKVAAGIVSYGQNDGSTPRAFTKVSTFLSWIKKTMKKS. Result: 0 (no interaction). (2) The miRNA is hsa-miR-7159-3p with sequence UUUCUAUGUUAGUUGGAAG. The protein sequence of the target gene is MGRKLDLSGLTDDETEHVLQVVQRDFNLRKKEEDRLSEMKQRLAEENSKCSILSKHQKFVERCCMRCCSPFTFLVNARRRCGECKFSVCKSCCSYQKHEKLWVCCVCQQARLLRTQSLEWFYNNVKSRFKRFGSAKVLKNLYRKHRLESGACFDILGGGLFEPNLENEGSISGSDSTFYRQSEGHSMMDTLAVALRVAEEAIEEAISKAESHGDSLDKQNEASYLRDHKQELTEELAGTILQRIIRKQKDKAELRAEEEEPEWPRSQSGSVKARGEGTTAPPGRHKARATFRRSQSAFSF.... Result: 0 (no interaction). (3) The miRNA is mmu-miR-466b-5p with sequence UGAUGUGUGUGUACAUGUACAU. The protein sequence of the target gene is MPFFGNTFSPKKTPPRKSASLSNLHSLDRSTREVELGLEYGSPTMNLAGQSLKFENGQWIAETGVSGGVDRREVQRLRRRNQQLEEENNLLRLKVDILLDMLSESTAESHLMEKELDELRISRKRK. Result: 0 (no interaction). (4) The miRNA is hsa-miR-2115-5p with sequence AGCUUCCAUGACUCCUGAUGGA. The protein sequence of the target gene is MGLCGLLERCWLHHDPDGVLTLNAENTNYAYQVPNFHKCEICLLSFPKESQFQRHMRDHERNDKPHRCDQCPQTFNVEFNLTLHKCTHSGEDPTCPVCNKKFSRVASLKAHIMLHEKEENLICSECGDEFTLQSQLAVHMEEHRQELAGTRQHACKACKKEFETSSELKEHMKTHYKIRVSSTRSYNRNIDRSGFTYSCPHCGKTFQKPSQLTRHIRIHTGERPFKCSECGKAFNQKGALQTHMIKHTGEKPHACAFCPAAFSQKGNLQSHVQRVHSEVKNGPTYNCTECSCVFKSLGSL.... Result: 1 (interaction). (5) The miRNA is hsa-miR-4520-2-3p with sequence UUUGGACAGAAAACACGCAGGU. The protein sequence of the target gene is MPFHHVTAGLLYKGNYLNRSLSAGSDSEQLANISVEELDEIREAFRVLDRDGNGFISKQELGMAMRSLGYMPSEVELAIIMQRLDMDGDGQVDFDEFMTILGPKLVSSEGRDGFLGNTIDSIFWQFDMQRITLEELKHILYHAFRDHLTMKDIENIIINEEESLNETSGNCQTEFEGVHSQKQNRQTCVRKSLICAFAMAFIISVMLIAANQILRSGME. Result: 1 (interaction). (6) The miRNA is bmo-miR-281-3p with sequence ACUGUCAUGGAGUUGCUCUCUU. The protein sequence of the target gene is MYSQRFGTVQREVKGPTPKVVIVRSKPPKGQGAEHHLERIRRSHQKHNAILASIKSSERDRLKAEWDQHNDCKILDSLVRARIKDAVQGFIINIEERRNKLRELLALEENEYFTEMQLKKETIEEKKDRMREKTKLLKEKNEKERQDFVAEKLDQQFRERCEELRVELLSIHQKKVCEERKAQIAFNEELSRQKLVEEQMFSKLWEEDRLAKEKREAQEARRQKELMENTRLGLNAQITSIKAQRQATQLLKEEEARLVESNNAQIKHENEQDMLKKQKAKQETRTILQKALQERIEHIQ.... Result: 0 (no interaction).